Dataset: Forward reaction prediction with 1.9M reactions from USPTO patents (1976-2016). Task: Predict the product of the given reaction. (1) The product is: [O:25]=[C:18]1[N:17]2[CH2:23][C@@H:20]([CH2:21][CH2:22][C@H:16]2[C:14](=[O:15])[NH:13][C@H:10]2[CH2:11][CH2:12][NH:8][CH2:9]2)[N:19]1[O:24][S:46](=[O:48])(=[O:47])[OH:49]. Given the reactants C(OC([N:8]1[CH2:12][CH2:11][C@H:10]([NH:13][C:14]([C@@H:16]2[CH2:22][CH2:21][C@@H:20]3[CH2:23][N:17]2[C:18](=[O:25])[N:19]3[OH:24])=[O:15])[CH2:9]1)=O)(C)(C)C.O1CCCC1.N1C=CC=CC=1C.P([O-])([O-])([O-])=O.[K+].[K+].[K+].[S:46]([O-])([O-:49])(=[O:48])=[O:47].F[B-](F)(F)F.[H+].C(=O)(O)[O-].[Na+].CC(O)C, predict the reaction product. (2) Given the reactants [CH3:1][N:2]([CH2:13][C:14]1[N:18]([CH2:19][C@@H:20]2[CH2:25][CH2:24][CH2:23][N:22](C(OC(C)(C)C)=O)[CH2:21]2)[C:17]2[CH:33]=[CH:34][CH:35]=[CH:36][C:16]=2[N:15]=1)[C@H:3]1[C:12]2[N:11]=[CH:10][CH:9]=[CH:8][C:7]=2[CH2:6][CH2:5][CH2:4]1.CN(CC1N(C[C@H]2CCCNC2)C2C=CC=CC=2N=1)[C@@H]1C2N=CC=CC=2CCC1, predict the reaction product. The product is: [CH3:1][N:2]([CH2:13][C:14]1[N:18]([CH2:19][C@@H:20]2[CH2:25][CH2:24][CH2:23][NH:22][CH2:21]2)[C:17]2[CH:33]=[CH:34][CH:35]=[CH:36][C:16]=2[N:15]=1)[C@H:3]1[C:12]2[N:11]=[CH:10][CH:9]=[CH:8][C:7]=2[CH2:6][CH2:5][CH2:4]1. (3) Given the reactants [OH:1][C:2]1[C:7]([CH3:8])=[CH:6][C:5]([C:9]2([C:19]3[CH:24]=[C:23]([CH3:25])[C:22]([OH:26])=[C:21]([CH3:27])[CH:20]=3)[CH:16]3[CH2:17][CH:12]4[CH2:13][CH:14]([CH2:18][CH:10]2[CH2:11]4)[CH2:15]3)=[CH:4][C:3]=1[CH3:28].[CH2:29]([CH:31]1[O:33][CH2:32]1)Cl.[OH-].[Na+].[CH2:36]1[CH2:40][O:39][CH2:38]C1, predict the reaction product. The product is: [CH2:29]([O:1][C:2]1[C:3]([CH3:28])=[CH:4][C:5]([C:9]2([C:19]3[CH:20]=[C:21]([CH3:27])[C:22]([O:26][CH2:36][CH:40]4[O:39][CH2:38]4)=[C:23]([CH3:25])[CH:24]=3)[CH:10]3[CH2:11][CH:12]4[CH2:13][CH:14]([CH2:15][CH:16]2[CH2:17]4)[CH2:18]3)=[CH:6][C:7]=1[CH3:8])[CH:31]1[O:33][CH2:32]1. (4) Given the reactants C(P1(=O)OP(CCC)(=O)OP(CCC)(=O)O1)CC.CCCP(O)(O)=O.[CH3:26][N:27]1[C:32]2=[CH:33][N:34]([CH2:43][CH2:44][CH2:45][C:46]([OH:48])=O)[C:35]([C:36]3[CH:37]=[C:38]([CH3:42])[CH:39]=[CH:40][CH:41]=3)=[C:31]2[C:30](=[O:49])[N:29]([CH3:50])[C:28]1=[O:51], predict the reaction product. The product is: [CH3:26][N:27]1[C:32]2=[C:33]3[N:34]([C:35]([C:36]4[CH:37]=[C:38]([CH3:42])[CH:39]=[CH:40][CH:41]=4)=[C:31]2[C:30](=[O:49])[N:29]([CH3:50])[C:28]1=[O:51])[CH2:43][CH2:44][CH2:45][C:46]3=[O:48]. (5) Given the reactants [Cl:1][C:2]1[C:7]([S:8](Cl)(=[O:10])=[O:9])=[CH:6][CH:5]=[C:4]([Cl:12])[N:3]=1.[NH:13]1[CH2:17][CH2:16][C@H:15]([NH:18][C:19](=[O:25])[O:20][C:21]([CH3:24])([CH3:23])[CH3:22])[CH2:14]1.C(N(CC)CC)C.C(=O)(O)[O-].[Na+], predict the reaction product. The product is: [C:21]([O:20][C:19](=[O:25])[NH:18][C@H:15]1[CH2:16][CH2:17][N:13]([S:8]([C:7]2[C:2]([Cl:1])=[N:3][C:4]([Cl:12])=[CH:5][CH:6]=2)(=[O:10])=[O:9])[CH2:14]1)([CH3:24])([CH3:22])[CH3:23]. (6) Given the reactants [CH:1]([Si:4]([CH:24]([CH3:26])[CH3:25])([CH:21]([CH3:23])[CH3:22])[O:5][CH2:6][C:7]1[CH:8]=[CH:9][C:10]2[N:11]([C:13]([C:16]([O:18]CC)=[O:17])=[CH:14][N:15]=2)[CH:12]=1)([CH3:3])[CH3:2].[Li+].[OH-], predict the reaction product. The product is: [CH:24]([Si:4]([CH:1]([CH3:3])[CH3:2])([CH:21]([CH3:23])[CH3:22])[O:5][CH2:6][C:7]1[CH:8]=[CH:9][C:10]2[N:11]([C:13]([C:16]([OH:18])=[O:17])=[CH:14][N:15]=2)[CH:12]=1)([CH3:26])[CH3:25]. (7) Given the reactants [H-].[H-].[H-].[H-].[Li+].[Al+3].C[O:8][C:9](=O)[C:10]1[CH:15]=[CH:14][C:13]([CH2:16][N:17]2[CH2:22][CH2:21][N:20]([CH3:23])[CH2:19][CH2:18]2)=[CH:12][C:11]=1[O:24][CH3:25].[OH-].[Na+].O, predict the reaction product. The product is: [CH3:25][O:24][C:11]1[CH:12]=[C:13]([CH2:16][N:17]2[CH2:22][CH2:21][N:20]([CH3:23])[CH2:19][CH2:18]2)[CH:14]=[CH:15][C:10]=1[CH2:9][OH:8]. (8) The product is: [N:22]1[C:21]2[CH:35]=[C:17]([NH:16][C:14](=[O:15])[C:13]3[CH:36]=[CH:37][CH:38]=[CH:39][C:12]=3[NH:11][C:9](=[O:10])[C:8]3[CH:7]=[CH:6][C:5]([C:1]([CH3:2])([CH3:4])[CH3:3])=[CH:41][CH:40]=3)[CH:18]=[CH:19][C:20]=2[NH:24][CH:23]=1. Given the reactants [C:1]([C:5]1[CH:41]=[CH:40][C:8]([C:9]([NH:11][C:12]2[CH:39]=[CH:38][CH:37]=[CH:36][C:13]=2[C:14]([NH:16][C:17]2[CH:18]=[CH:19][C:20]3[N:24]=[CH:23][N:22](S(C4C=CC(C)=CC=4)(=O)=O)[C:21]=3[CH:35]=2)=[O:15])=[O:10])=[CH:7][CH:6]=1)([CH3:4])([CH3:3])[CH3:2].[N+](C1C=CC=CC=1C(NC1C=CC2N=CN(S(C3C=CC(C)=CC=3)(=O)=O)C=2C=1)=O)([O-])=O.C(C1C=CC(C(Cl)=O)=CC=1)(C)(C)C.O[Li].O, predict the reaction product.